This data is from Reaction yield outcomes from USPTO patents with 853,638 reactions. The task is: Predict the reaction yield, written as a fraction of the theoretical maximum amount of product (1.0 means a 100% yield; for example, 0.34 means a 34% yield). (1) The reactants are [H-].[Na+].[C:3]([O:7][C:8](=[O:20])[NH:9][CH:10]([C:12]1[CH:13]=[N:14][C:15]([F:19])=[CH:16][C:17]=1[I:18])[CH3:11])([CH3:6])([CH3:5])[CH3:4].[F:21][CH2:22][CH2:23]I. The catalyst is C(Cl)(Cl)Cl.C(O)(C)C. The product is [F:19][C:15]1[N:14]=[CH:13][C:12]([CH:10]([N:9]([CH2:23][CH2:22][F:21])[C:8](=[O:20])[O:7][C:3]([CH3:4])([CH3:5])[CH3:6])[CH3:11])=[C:17]([I:18])[CH:16]=1. The yield is 0.410. (2) The reactants are [OH:1][C:2]1[CH:7]=[C:6]([OH:8])[CH:5]=[CH:4][C:3]=1[C:9](=[O:12])[CH2:10][CH3:11].Br[CH2:14][C:15]#[CH:16].C([O-])([O-])=O.[K+].[K+]. The catalyst is CC(C)=O. The product is [OH:1][C:2]1[CH:7]=[C:6]([O:8][CH2:16][C:15]#[CH:14])[CH:5]=[CH:4][C:3]=1[C:9](=[O:12])[CH2:10][CH3:11]. The yield is 0.850. (3) The reactants are [F:1][C:2]1[CH:3]=[C:4]([O:20][CH3:21])[CH:5]=[C:6]2[C:11]=1[N:10]=[CH:9][CH:8]=[C:7]2OS(C(F)(F)F)(=O)=O.[CH:22]([O:24][CH2:25][CH2:26][CH2:27][CH3:28])=[CH2:23].C(N(CC)CC)C.C1(P(C2C=CC=CC=2)CCCP(C2C=CC=CC=2)C2C=CC=CC=2)C=CC=CC=1. The catalyst is CN(C=O)C.CC([O-])=O.CC([O-])=O.[Pd+2]. The product is [CH2:25]([O:24][C:22]([C:7]1[C:6]2[C:11](=[C:2]([F:1])[CH:3]=[C:4]([O:20][CH3:21])[CH:5]=2)[N:10]=[CH:9][CH:8]=1)=[CH2:23])[CH2:26][CH2:27][CH3:28]. The yield is 0.690. (4) The reactants are [CH2:1]([C@@H:8]1[NH:13][CH2:12][CH2:11][N:10]([C:14]2[CH:19]=[CH:18][C:17]([O:20][CH3:21])=[C:16]([O:22][CH:23]3[CH2:27][CH2:26][CH2:25][CH2:24]3)[CH:15]=2)[CH2:9]1)[C:2]1[CH:7]=[CH:6][CH:5]=[CH:4][CH:3]=1.[CH3:28][S:29](Cl)(=[O:31])=[O:30]. The catalyst is N1C=CC=CC=1. The product is [CH2:1]([C@H:8]1[CH2:9][N:10]([C:14]2[CH:19]=[CH:18][C:17]([O:20][CH3:21])=[C:16]([O:22][CH:23]3[CH2:27][CH2:26][CH2:25][CH2:24]3)[CH:15]=2)[CH2:11][CH2:12][N:13]1[S:29]([CH3:28])(=[O:31])=[O:30])[C:2]1[CH:3]=[CH:4][CH:5]=[CH:6][CH:7]=1. The yield is 0.910. (5) The reactants are [CH2:1]([C:4]1[C:21]2[CH2:20][C:19]3[C:10](=[C:11]([CH2:25][CH2:26][CH3:27])[C:12]4[C:17]([C:18]=3[CH2:22][CH2:23][CH3:24])=[CH:16][CH:15]=[CH:14][CH:13]=4)[CH2:9][C:8]=2[C:7]([CH2:28][CH2:29][CH3:30])=[C:6]([CH2:31][CH2:32][CH3:33])[C:5]=1[CH2:34][CH2:35][CH3:36])[CH2:2][CH3:3].ClC1C(=O)C(C#N)=C(C#N)C(=O)C=1Cl. The catalyst is O1CCOCC1. The product is [CH2:28]([C:7]1[C:8]2[C:21](=[CH:20][C:19]3[C:10]([CH:9]=2)=[C:11]([CH2:25][CH2:26][CH3:27])[C:12]2[C:17](=[CH:16][CH:15]=[CH:14][CH:13]=2)[C:18]=3[CH2:22][CH2:23][CH3:24])[C:4]([CH2:1][CH2:2][CH3:3])=[C:5]([CH2:34][CH2:35][CH3:36])[C:6]=1[CH2:31][CH2:32][CH3:33])[CH2:29][CH3:30]. The yield is 0.360. (6) The reactants are C(OC(=O)[NH:7][CH2:8][C:9]1([C:15]2[NH:19][C:18](=[O:20])[O:17][N:16]=2)[CH2:11][CH:10]1[CH:12]([CH3:14])[CH3:13])(C)(C)C.[ClH:22]. The catalyst is O1CCOCC1.CCOCC. The product is [ClH:22].[NH2:7][CH2:8][C:9]1([C:15]2[NH:19][C:18](=[O:20])[O:17][N:16]=2)[CH2:11][CH:10]1[CH:12]([CH3:14])[CH3:13]. The yield is 0.620.